Dataset: Full USPTO retrosynthesis dataset with 1.9M reactions from patents (1976-2016). Task: Predict the reactants needed to synthesize the given product. (1) The reactants are: [CH3:1][C:2]1[N:11]([C:12]2[CH:17]=[CH:16][C:15]([O:18][CH:19]3[CH2:24][CH2:23][NH:22][CH2:21][CH2:20]3)=[CH:14][CH:13]=2)[C:10](=[O:25])[C:9]2[C:4](=[CH:5][CH:6]=[CH:7][CH:8]=2)[N:3]=1.[CH2:26](I)[CH3:27].C(=O)([O-])[O-].[K+].[K+]. Given the product [CH2:26]([N:22]1[CH2:23][CH2:24][CH:19]([O:18][C:15]2[CH:14]=[CH:13][C:12]([N:11]3[C:10](=[O:25])[C:9]4[C:4](=[CH:5][CH:6]=[CH:7][CH:8]=4)[N:3]=[C:2]3[CH3:1])=[CH:17][CH:16]=2)[CH2:20][CH2:21]1)[CH3:27], predict the reactants needed to synthesize it. (2) Given the product [OH:3][C:1]([C:4]1[CH:5]=[C:6]([O:23][C:24]([F:25])([F:27])[F:26])[CH:7]=[C:8]2[C:13]=1[O:12][CH:11]([C:14]([F:16])([F:17])[F:15])[C:10]([C:18]([O:20][CH2:21][CH3:22])=[O:19])=[CH:9]2)([CH3:28])[CH3:2], predict the reactants needed to synthesize it. The reactants are: [C:1]([C:4]1[CH:5]=[C:6]([O:23][C:24]([F:27])([F:26])[F:25])[CH:7]=[C:8]2[C:13]=1[O:12][CH:11]([C:14]([F:17])([F:16])[F:15])[C:10]([C:18]([O:20][CH2:21][CH3:22])=[O:19])=[CH:9]2)(=[O:3])[CH3:2].[CH3:28][Mg]Br. (3) Given the product [CH3:26][C:17]1[C:18]2[O:19][CH2:20][C:21](=[O:25])[NH:22][C:23]=2[N:24]=[C:15]([N:4]2[C@H:5]([C:8]3[CH:9]=[CH:10][CH:11]=[CH:12][CH:13]=3)[CH2:6][O:7][C@H:2]([CH3:1])[CH2:3]2)[N:16]=1, predict the reactants needed to synthesize it. The reactants are: [CH3:1][C@H:2]1[O:7][CH2:6][C@@H:5]([C:8]2[CH:13]=[CH:12][CH:11]=[CH:10][CH:9]=2)[NH:4][CH2:3]1.Cl[C:15]1[N:16]=[C:17]([CH3:26])[C:18]2[O:19][CH2:20][C:21](=[O:25])[NH:22][C:23]=2[N:24]=1. (4) Given the product [F:1][C:2]1[CH:3]=[CH:4][C:5]([C:10]2[N:11]([CH3:15])[N:12]=[CH:13][N:14]=2)=[C:6]([CH:7]=1)[CH:8]=[O:9], predict the reactants needed to synthesize it. The reactants are: [F:1][C:2]1[CH:3]=[CH:4][C:5]([C:10]2[N:11]([CH3:15])[N:12]=[CH:13][N:14]=2)=[C:6]([CH2:8][OH:9])[CH:7]=1. (5) Given the product [F:30][C:2]1([F:1])[CH2:29][CH:5]2[CH:6]([C:19]3[CH:24]=[CH:23][C:22]([OH:25])=[CH:21][CH:20]=3)[O:7][C:8]3[C:9]([CH2:18][C:52]#[N:53])=[CH:10][C:11]([OH:14])=[CH:12][C:13]=3[CH:4]2[CH2:3]1, predict the reactants needed to synthesize it. The reactants are: [F:1][C:2]1([F:30])[CH2:29][CH:5]2[CH:6]([C:19]3[CH:24]=[CH:23][C:22]([O:25]COC)=[CH:21][CH:20]=3)[O:7][C:8]3[C:9]([CH3:18])=[CH:10][C:11]([O:14]COC)=[CH:12][C:13]=3[CH:4]2[CH2:3]1.C1(P(C2C=CC=CC=2)C2C=CC=CC=2)C=CC=CC=1.CC(C)(O)[C:52]#[N:53].CC(OC(/N=N/C(OC(C)C)=O)=O)C. (6) Given the product [CH2:1]([C:5]1[CH:6]=[CH:7][C:8]([C:11]2[O:15][N:14]=[C:13]([C:16]3[CH:17]=[CH:18][C:19]([C@H:22]([NH2:24])[CH3:23])=[CH:20][CH:21]=3)[N:12]=2)=[CH:9][CH:10]=1)[CH:2]([CH3:4])[CH3:3], predict the reactants needed to synthesize it. The reactants are: [CH2:1]([C:5]1[CH:10]=[CH:9][C:8]([C:11]2[O:15][N:14]=[C:13]([C:16]3[CH:21]=[CH:20][C:19]([C@H:22]([NH:24]C(=O)OC(C)(C)C)[CH3:23])=[CH:18][CH:17]=3)[N:12]=2)=[CH:7][CH:6]=1)[CH:2]([CH3:4])[CH3:3].FC(F)(F)C(O)=O. (7) Given the product [Br:1][C:2]1[C:3]([Cl:17])=[C:4]2[C:9](=[C:10]([CH3:12])[CH:11]=1)[NH:8][C:7]([CH3:14])([CH3:13])[C:6](=[O:15])[C:5]2([CH2:21][CH:20]=[C:19]([CH3:23])[CH3:18])[CH3:16], predict the reactants needed to synthesize it. The reactants are: [Br:1][C:2]1[C:3]([Cl:17])=[C:4]2[C:9](=[C:10]([CH3:12])[CH:11]=1)[NH:8][C:7]([CH3:14])([CH3:13])[C:6](=[O:15])[CH:5]2[CH3:16].[CH3:18][C:19]([CH3:23])=[CH:20][CH2:21]Br. (8) Given the product [CH3:41][CH2:40][C:8]1[C:9]2[NH:10][C:6](=[CH:5][C:4]3[NH:25][C:24]([CH:23]=[C:21]4[N:22]=[C:18]([CH:17]=[C:15]5[N:16]=[C:12]([CH:11]=2)[C:13]([CH3:39])=[C:14]5[CH2:33][CH2:34][C:35]([O:37][CH3:38])=[O:36])[C:19]([CH2:27][CH2:28][C:29]([O:31][CH3:32])=[O:30])=[C:20]4[CH3:26])=[C:2]([CH3:1])[C:3]=3[CH2:43][CH3:44])[C:7]=1[CH3:42], predict the reactants needed to synthesize it. The reactants are: [CH3:1][C:2]1[C:24]2[NH:25][C:4](=[CH:5][C:6]3[NH:10][C:9]([CH:11]=[C:12]4[N:16]=[C:15]([CH:17]=[C:18]5[N:22]=[C:21]([CH:23]=2)[C:20]([CH3:26])=[C:19]5[CH2:27][CH2:28][C:29]([O:31][CH3:32])=[O:30])[C:14]([CH2:33][CH2:34][C:35]([O:37][CH3:38])=[O:36])=[C:13]4[CH3:39])=[C:8]([CH:40]=[CH2:41])[C:7]=3[CH3:42])[C:3]=1[CH:43]=[CH2:44]. (9) Given the product [Br:1][C:2]1[CH:7]=[CH:6][C:5]([C:8]2[NH:12][C:11]([C@@H:13]3[CH2:17][C:16]([F:18])([F:19])[CH2:15][NH:14]3)=[N:10][CH:9]=2)=[CH:4][CH:3]=1, predict the reactants needed to synthesize it. The reactants are: [Br:1][C:2]1[CH:7]=[CH:6][C:5]([C:8]2[NH:12][C:11]([C@@H:13]3[CH2:17][C:16]([F:19])([F:18])[CH2:15][N:14]3C(OC(C)(C)C)=O)=[N:10][CH:9]=2)=[CH:4][CH:3]=1.C(O)(C(F)(F)F)=O.